From a dataset of Full USPTO retrosynthesis dataset with 1.9M reactions from patents (1976-2016). Predict the reactants needed to synthesize the given product. (1) The reactants are: [C:1]([O:5][C:6]([N:8]1[C:16]2[C:11](=[CH:12][C:13]([C:17]([CH3:25])([CH3:24])[O:18][SiH2:19][C:20]([CH3:23])([CH3:22])[CH3:21])=[CH:14][CH:15]=2)[CH:10]=[C:9]1[C:26]1[C:27](=[O:41])[N:28]([CH2:33][O:34][CH2:35][CH2:36][Si:37]([CH3:40])([CH3:39])[CH3:38])[CH:29]=[C:30]([NH2:32])[CH:31]=1)=[O:7])([CH3:4])([CH3:3])[CH3:2].[CH2:42](N(CC)CC)C.[CH2:49]([N:56]1[CH:60]=[C:59]([C:61](Cl)=[O:62])[CH:58]=[N:57]1)[C:50]1[CH:55]=[CH:54][CH:53]=[CH:52][CH:51]=1. Given the product [C:1]([O:5][C:6]([N:8]1[C:16]2[C:11](=[CH:12][C:13]([C:17]([CH3:25])([CH3:24])[O:18][SiH2:19][C:20]([CH3:23])([CH3:22])[CH3:21])=[CH:14][CH:15]=2)[CH:10]=[C:9]1[C:26]1[C:27](=[O:41])[N:28]([CH2:33][O:34][CH2:35][CH2:36][Si:37]([CH3:40])([CH3:39])[CH3:38])[CH:29]=[C:30]([NH:32][C:61]([C:59]2[CH:58]=[N:57][N:56]([CH2:49][C:50]3[CH:55]=[CH:54][C:53]([CH3:42])=[CH:52][CH:51]=3)[CH:60]=2)=[O:62])[CH:31]=1)=[O:7])([CH3:2])([CH3:4])[CH3:3], predict the reactants needed to synthesize it. (2) Given the product [O:19]1[CH2:24][CH2:23][CH2:22][O:21][CH:20]1[C:25]1[CH:26]=[C:27]([S:31][C:32]2[C:33]([F:43])=[CH:34][C:35]([N+:40]([O-:42])=[O:41])=[C:36]([CH:37]=[C:9]([CH2:10][CH:11]3[CH2:12][CH2:13][O:14][CH2:15][CH2:16]3)[C:17]#[N:18])[CH:39]=2)[CH:28]=[CH:29][CH:30]=1, predict the reactants needed to synthesize it. The reactants are: C(OP([CH:9]([C:17]#[N:18])[CH2:10][CH:11]1[CH2:16][CH2:15][O:14][CH2:13][CH2:12]1)(=O)OCC)C.[O:19]1[CH2:24][CH2:23][CH2:22][O:21][CH:20]1[C:25]1[CH:26]=[C:27]([S:31][C:32]2[C:33]([F:43])=[CH:34][C:35]([N+:40]([O-:42])=[O:41])=[C:36]([CH:39]=2)[CH:37]=O)[CH:28]=[CH:29][CH:30]=1.